This data is from Full USPTO retrosynthesis dataset with 1.9M reactions from patents (1976-2016). The task is: Predict the reactants needed to synthesize the given product. (1) Given the product [Br:9][C:10]1[CH:17]=[C:14]2[C:13](=[CH:12][CH:11]=1)[N:18]=[C:6]([C:5]1[S:1][CH:2]=[N:3][CH:4]=1)[CH:7]=[CH:15]2, predict the reactants needed to synthesize it. The reactants are: [S:1]1[C:5]([C:6](=O)[CH3:7])=[CH:4][N:3]=[CH:2]1.[Br:9][C:10]1[CH:11]=[CH:12][C:13]([N+:18]([O-])=O)=[C:14]([CH:17]=1)[CH:15]=O.[OH-].[K+]. (2) Given the product [ClH:2].[Cl:2][C:3]1[CH:8]=[CH:7][C:6]([CH:9]2[CH2:10][CH:11]([C:12]([O:14][CH3:15])=[O:13])[CH2:16][CH2:17][NH:18]2)=[C:5]([F:19])[CH:4]=1, predict the reactants needed to synthesize it. The reactants are: Cl.[Cl:2][C:3]1[CH:8]=[CH:7][C:6]([C:9]2[CH:10]=[C:11]([CH:16]=[CH:17][N:18]=2)[C:12]([O:14][CH3:15])=[O:13])=[C:5]([F:19])[CH:4]=1. (3) Given the product [N:1]([C:32]1([C:37]2[CH:38]=[CH:39][CH:40]=[CH:41][CH:42]=2)[C:30]2[N:31]=[C:27]([NH:26][C:16]3[CH:17]=[CH:18][C:19]([N:20]4[CH:25]=[C:22]([Cl:44])[N:23]=[CH:24]4)=[C:14]([O:13][CH3:12])[CH:15]=3)[S:28][C:29]=2[CH2:35][CH2:34][CH2:33]1)=[N+:2]=[N-:3], predict the reactants needed to synthesize it. The reactants are: [N-:1]=[N+:2]=[N-:3].[Na+].FC(F)(F)C(O)=O.[CH3:12][O:13][C:14]1[CH:15]=[C:16]([NH:26][C:27]2[S:28][C:29]3[CH2:35][CH2:34][CH2:33][C:32]([C:37]4[CH:42]=[CH:41][CH:40]=[CH:39][CH:38]=4)(O)[C:30]=3[N:31]=2)[CH:17]=[CH:18][C:19]=1[N:20]1[CH:24]=[N:23][C:22]([CH3:25])=N1.C(Cl)(Cl)[Cl:44]. (4) The reactants are: [Cl:1][C:2]1[CH:10]=[CH:9][C:8]([O:11][CH2:12][C:13]2[CH:18]=[CH:17][CH:16]=[CH:15][CH:14]=2)=[C:7]2[C:3]=1[C:4](=[O:32])[N:5]([C:20]1[CH:25]=[CH:24][C:23]([CH2:26][C:27]([O:29]CC)=[O:28])=[CH:22][CH:21]=1)[C:6]2=[O:19].O. Given the product [Cl:1][C:2]1[CH:10]=[CH:9][C:8]([O:11][CH2:12][C:13]2[CH:18]=[CH:17][CH:16]=[CH:15][CH:14]=2)=[C:7]2[C:3]=1[C:4](=[O:32])[N:5]([C:20]1[CH:25]=[CH:24][C:23]([CH2:26][C:27]([OH:29])=[O:28])=[CH:22][CH:21]=1)[C:6]2=[O:19], predict the reactants needed to synthesize it. (5) Given the product [Cl:24][C:2]1[C:11]2[C:6](=[CH:7][CH:8]=[CH:9][CH:10]=2)[CH:5]=[C:4]([C:12]([O:14][CH2:15][CH3:16])=[O:13])[N:3]=1, predict the reactants needed to synthesize it. The reactants are: O=[C:2]1[C:11]2[C:6](=[CH:7][CH:8]=[CH:9][CH:10]=2)[CH:5]=[C:4]([C:12]([O:14][CH2:15][CH3:16])=[O:13])[NH:3]1.C(=O)([O-])O.[Na+].P(Cl)(Cl)([Cl:24])=O. (6) Given the product [C:1]([O:5][C:6]([N:8]1[CH2:9][CH2:10][N:11]([C:14]2[C:38]([CH3:39])=[CH:37][C:36]([CH3:31])=[C:41]([CH3:40])[N:15]=2)[CH2:12][CH2:13]1)=[O:7])([CH3:4])([CH3:2])[CH3:3], predict the reactants needed to synthesize it. The reactants are: [C:1]([O:5][C:6]([N:8]1[CH2:13][CH2:12][N:11]([C:14]2C(Cl)=CC(Cl)=C(Cl)[N:15]=2)[CH2:10][CH2:9]1)=[O:7])([CH3:4])([CH3:3])[CH3:2].C1(P(C2CCCCC2)C2C=CC=C[C:31]=2[C:36]2[C:41](OC)=[CH:40][CH:39]=[CH:38][C:37]=2OC)CCCCC1.[F-].[K+].CB(O)O. (7) Given the product [ClH:32].[CH3:27][O:28][C:2]1[CH:7]=[C:6]([C:8]([F:10])([F:11])[F:9])[C:5]2[CH2:12][O:13][C@:14]3([CH3:26])[C@H:18]([C:4]=2[CH:3]=1)[CH2:17][NH:16][CH2:15]3, predict the reactants needed to synthesize it. The reactants are: Br[C:2]1[CH:7]=[C:6]([C:8]([F:11])([F:10])[F:9])[C:5]2[CH2:12][O:13][C@:14]3([CH3:26])[C@H:18]([C:4]=2[CH:3]=1)[CH2:17][N:16](C(OC(C)(C)C)=O)[CH2:15]3.[CH3:27][O-:28].[Na+].CO.[ClH:32]. (8) Given the product [C:41]12([C:51]3[N:57]([CH:58]4[CH2:59][CH2:63]4)[C:55]([CH:11]4[CH2:1][CH2:2]4)=[N:54][N:53]=3)[CH2:48][CH:47]3[CH2:49][CH:43]([CH2:44][CH:45]([CH2:46]3)[CH2:50]1)[CH2:42]2, predict the reactants needed to synthesize it. The reactants are: [C:1]12([C:11](Cl)=O)CC3CC(CC(C3)[CH2:2]1)C2.FC(F)(F)S(OC)(=O)=O.C1(NC(=S)NN)C=CC=CC=1.C(N(CC)CC)C.[C:41]12([C:51]([NH:53][NH:54][C:55]([NH:57][C:58]3[CH:63]=CC=C[CH:59]=3)=S)=O)[CH2:50][CH:45]3[CH2:46][CH:47]([CH2:49][CH:43]([CH2:44]3)[CH2:42]1)[CH2:48]2. (9) Given the product [C:1]([C:3]1[CH:4]=[CH:5][C:6]([NH:12][C:13]([C:15]2[CH:20]=[N:19][C:18]([CH2:21][CH2:22][C:23]3[CH:24]=[CH:25][CH:26]=[CH:27][CH:28]=3)=[CH:17][N:16]=2)=[O:14])=[C:7]([CH:11]=1)[C:8]([OH:10])=[O:9])#[N:2], predict the reactants needed to synthesize it. The reactants are: [C:1]([C:3]1[CH:4]=[CH:5][C:6]([NH:12][C:13]([C:15]2[CH:20]=[N:19][C:18](/[CH:21]=[CH:22]/[C:23]3[CH:28]=[CH:27][CH:26]=[CH:25][CH:24]=3)=[CH:17][N:16]=2)=[O:14])=[C:7]([CH:11]=1)[C:8]([O-:10])=[O:9])#[N:2].[H][H]. (10) Given the product [Cl:1][C:2]1[CH:6]=[CH:5][S:4][C:3]=1[C:7]([CH3:11])([CH3:10])[CH2:8][C:14]([OH:17])=[O:12], predict the reactants needed to synthesize it. The reactants are: [Cl:1][C:2]1[CH:6]=[CH:5][S:4][C:3]=1[C:7]([CH3:11])([CH3:10])[C:8]#N.[OH-:12].[K+].[CH2:14]([OH:17])CO.